From a dataset of Retrosynthesis with 50K atom-mapped reactions and 10 reaction types from USPTO. Predict the reactants needed to synthesize the given product. (1) Given the product OCCC1CCNCC1, predict the reactants needed to synthesize it. The reactants are: OCCc1ccncc1. (2) Given the product CC(=O)NCCN1CC[C@@H](C(=O)N(C)Cc2cc(C(F)(F)F)cc(C(F)(F)F)c2)[C@H](c2ccc(F)cc2C)C1, predict the reactants needed to synthesize it. The reactants are: CC(=O)NCCCl.Cc1cc(F)ccc1[C@@H]1CNCC[C@H]1C(=O)N(C)Cc1cc(C(F)(F)F)cc(C(F)(F)F)c1. (3) Given the product COc1cccc(N=Cc2ccc(N(C)C)nc2)c1, predict the reactants needed to synthesize it. The reactants are: CN(C)c1ccc(C=O)cn1.COc1cccc(N)c1. (4) Given the product Ic1cccc2c3c([nH]c12)CCNC3, predict the reactants needed to synthesize it. The reactants are: NNc1ccccc1I.O=C1CCNCC1.